Dataset: Reaction yield outcomes from USPTO patents with 853,638 reactions. Task: Predict the reaction yield, written as a fraction of the theoretical maximum amount of product (1.0 means a 100% yield; for example, 0.34 means a 34% yield). (1) The reactants are Cl.[F:2][C:3]1[CH:11]=[CH:10][C:6]([C:7]([NH2:9])=[NH:8])=[CH:5][CH:4]=1.[Na].[CH2:13]([O:15][C:16](=[O:25])[C:17]([C:22](=O)[CH3:23])=[CH:18]N(C)C)[CH3:14]. The catalyst is C(O)C. The product is [CH2:13]([O:15][C:16]([C:17]1[C:22]([CH3:23])=[N:8][C:7]([C:6]2[CH:10]=[CH:11][C:3]([F:2])=[CH:4][CH:5]=2)=[N:9][CH:18]=1)=[O:25])[CH3:14]. The yield is 0.870. (2) The reactants are [F:1][C:2]([F:17])([F:16])[C:3]1[CH:4]=[C:5]([C:9]2[N:10]=[C:11]([CH2:14]O)[S:12][CH:13]=2)[CH:6]=[CH:7][CH:8]=1.C(Cl)(=O)C(Cl)=O.C(=O)([O-])O.[Na+].[I-:29].[Na+]. The catalyst is O1CCCC1.CC(C)=O.O. The product is [I:29][CH2:14][C:11]1[S:12][CH:13]=[C:9]([C:5]2[CH:6]=[CH:7][CH:8]=[C:3]([C:2]([F:17])([F:16])[F:1])[CH:4]=2)[N:10]=1. The yield is 0.310. (3) The reactants are [CH:1](NC(C)C)(C)C.[Li].[Cl:9][C:10]1[CH:11]=[N:12][CH:13]=[C:14]([Cl:16])[CH:15]=1.IC. The catalyst is O1CCCC1.CCCCCC. The product is [Cl:9][C:10]1[CH:11]=[N:12][CH:13]=[C:14]([Cl:16])[C:15]=1[CH3:1]. The yield is 0.680.